Predict the product of the given reaction. From a dataset of Forward reaction prediction with 1.9M reactions from USPTO patents (1976-2016). (1) Given the reactants C(OC([N:11]1[CH2:18][C@@H:17]2[C@@:13]([NH:19][C:20]([O:22][C:23]([CH3:26])([CH3:25])[CH3:24])=[O:21])([CH:14]=[CH:15][CH2:16]2)[CH2:12]1)=O)C1C=CC=CC=1.[Na].N.[OH-].[Na+], predict the reaction product. The product is: [C:23]([O:22][C:20]([NH:19][C@@:13]12[CH:14]=[CH:15][CH2:16][C@@H:17]1[CH2:18][NH:11][CH2:12]2)=[O:21])([CH3:26])([CH3:24])[CH3:25]. (2) Given the reactants [F:1][C:2]1[CH:9]=[CH:8][CH:7]=[C:6]([F:10])[C:3]=1[CH:4]=O.F[B-](F)(F)F.[CH:16]1([S+](C2C=CC=CC=2)C2C=CC=CC=2)[CH2:18][CH2:17]1.CC([O-:36])(C)C.[K+], predict the reaction product. The product is: [F:1][C:2]1[CH:9]=[CH:8][CH:7]=[C:6]([F:10])[C:3]=1[CH:4]1[CH2:18][CH2:16][C:17]1=[O:36]. (3) Given the reactants [CH3:1][O:2][C:3](=[O:19])[CH:4]([NH:8][C:9](=[O:18])[C:10]1[C:15]([Cl:16])=[CH:14][CH:13]=[CH:12][C:11]=1[Cl:17])[CH2:5][CH:6]=[CH2:7].I[C:21]1[CH:26]=[CH:25][C:24]([C:27]2([O:33][CH3:34])[CH2:32][CH2:31][O:30][CH2:29][CH2:28]2)=[CH:23][CH:22]=1.C(=O)([O-])[O-].[K+].[K+], predict the reaction product. The product is: [CH3:1][O:2][C:3](=[O:19])[CH:4]([NH:8][C:9](=[O:18])[C:10]1[C:11]([Cl:17])=[CH:12][CH:13]=[CH:14][C:15]=1[Cl:16])[CH2:5]/[CH:6]=[CH:7]/[C:21]1[CH:22]=[CH:23][C:24]([C:27]2([O:33][CH3:34])[CH2:32][CH2:31][O:30][CH2:29][CH2:28]2)=[CH:25][CH:26]=1. (4) Given the reactants Cl[C:2]1[C:3](=[O:15])[N:4](C2CCCCO2)[N:5]=[CH:6][C:7]=1Cl.[C:16]1([C:23]2[CH:28]=[CH:27][CH:26]=[CH:25][CH:24]=2)[C:17]([OH:22])=[CH:18][CH:19]=[CH:20][CH:21]=1.C[O:30][C:31](=[O:40])[CH:32](Br)[CH2:33][CH:34]1[CH2:38][CH2:37][CH2:36][CH2:35]1, predict the reaction product. The product is: [C:16]1([C:23]2[CH:24]=[CH:25][CH:26]=[CH:27][CH:28]=2)[CH:21]=[CH:20][CH:19]=[CH:18][C:17]=1[O:22][C:7]1[CH:6]=[N:5][N:4]([CH:32]([CH2:33][CH:34]2[CH2:38][CH2:37][CH2:36][CH2:35]2)[C:31]([OH:30])=[O:40])[C:3](=[O:15])[CH:2]=1. (5) The product is: [Br:56][C:53]1[N:54]=[CH:55][C:50]([NH:49][C:40](=[O:42])[C@@H:39]([C:31]2[CH:32]=[CH:33][C:34]([S:35]([CH3:38])(=[O:36])=[O:37])=[C:29]([Cl:28])[CH:30]=2)[CH2:43][CH:44]2[CH2:48][CH2:47][CH2:46][CH2:45]2)=[N:51][CH:52]=1. Given the reactants C1(P(C2C=CC=CC=2)C2C=CC=CC=2)C=CC=CC=1.BrN1C(=O)CCC1=O.[Cl:28][C:29]1[CH:30]=[C:31]([C@@H:39]([CH2:43][CH:44]2[CH2:48][CH2:47][CH2:46][CH2:45]2)[C:40]([OH:42])=O)[CH:32]=[CH:33][C:34]=1[S:35]([CH3:38])(=[O:37])=[O:36].[NH2:49][C:50]1[CH:55]=[N:54][C:53]([Br:56])=[CH:52][N:51]=1.N1C=CC=CC=1, predict the reaction product. (6) Given the reactants [Cl:1][C:2]1[CH:7]=[C:6]([Cl:8])[CH:5]=[CH:4][C:3]=1[C:9]1[N:10]=[C:11]([CH2:30][CH3:31])[C:12]([NH:17][C@@H:18]2[C:26]3[C:21](=[CH:22][CH:23]=[CH:24][CH:25]=3)[CH2:20][C@@H:19]2[O:27][CH2:28][CH3:29])=[N:13][C:14]=1[CH2:15][CH3:16].Br[CH2:33][CH:34]1CC1, predict the reaction product. The product is: [CH:29]1([CH2:28][O:27][C@H:19]2[CH2:20][C:21]3[C:26](=[CH:25][CH:24]=[CH:23][CH:22]=3)[C@H:18]2[NH:17][C:12]2[C:11]([CH2:30][CH3:31])=[N:10][C:9]([C:3]3[CH:4]=[CH:5][C:6]([Cl:8])=[CH:7][C:2]=3[Cl:1])=[C:14]([CH2:15][CH3:16])[N:13]=2)[CH2:34][CH2:33]1.